Dataset: Full USPTO retrosynthesis dataset with 1.9M reactions from patents (1976-2016). Task: Predict the reactants needed to synthesize the given product. (1) Given the product [Cl:12][C:13]1[S:14][C:15]([CH2:18][N:1]2[C:5]3=[N:6][CH:7]=[CH:8][CH:9]=[C:4]3[C:3]([C:10]#[N:11])=[N:2]2)=[CH:16][CH:17]=1, predict the reactants needed to synthesize it. The reactants are: [NH:1]1[C:5]2=[N:6][CH:7]=[CH:8][CH:9]=[C:4]2[C:3]([C:10]#[N:11])=[N:2]1.[Cl:12][C:13]1[S:14][C:15]([CH2:18]Cl)=[CH:16][CH:17]=1. (2) Given the product [F:52][C:2]([F:1])([F:51])[C:3]1[CH:4]=[C:5]([C:13]([CH3:49])([CH3:50])[C:14]([N:16]([CH3:48])[C:17]2[C:18]([C:40]3[CH:45]=[CH:44][C:43]([F:46])=[CH:42][C:41]=3[CH3:47])=[CH:19][C:20]([C@H:23]3[NH:27][C@@:26]([CH3:39])([C:35]([O:37][CH3:38])=[O:36])[CH2:25][CH2:24]3)=[N:21][CH:22]=2)=[O:15])[CH:6]=[C:7]([C:9]([F:11])([F:12])[F:10])[CH:8]=1, predict the reactants needed to synthesize it. The reactants are: [F:1][C:2]([F:52])([F:51])[C:3]1[CH:4]=[C:5]([C:13]([CH3:50])([CH3:49])[C:14]([N:16]([CH3:48])[C:17]2[C:18]([C:40]3[CH:45]=[CH:44][C:43]([F:46])=[CH:42][C:41]=3[CH3:47])=[CH:19][C:20]([C@H:23]3[N:27](C(OC(C)(C)C)=O)[C@@:26]([CH3:39])([C:35]([O:37][CH3:38])=[O:36])[CH2:25][CH2:24]3)=[N:21][CH:22]=2)=[O:15])[CH:6]=[C:7]([C:9]([F:12])([F:11])[F:10])[CH:8]=1.C(O)(C(F)(F)F)=O.